From a dataset of Catalyst prediction with 721,799 reactions and 888 catalyst types from USPTO. Predict which catalyst facilitates the given reaction. (1) Reactant: [Cl:1][C:2]1[CH:3]=[CH:4][C:5]2[N:6]([C:8]([CH:11]([C:13]3[CH:14]=[C:15]4[C:20](=[CH:21][C:22]=3[F:23])[N:19]=[CH:18][CH:17]=[CH:16]4)[OH:12])=[CH:9][N:10]=2)[N:7]=1.I(C1C=CC=CC=1C(O)=O)(=O)=O. Product: [Cl:1][C:2]1[CH:3]=[CH:4][C:5]2[N:6]([C:8]([C:11]([C:13]3[CH:14]=[C:15]4[C:20](=[CH:21][C:22]=3[F:23])[N:19]=[CH:18][CH:17]=[CH:16]4)=[O:12])=[CH:9][N:10]=2)[N:7]=1. The catalyst class is: 21. (2) Reactant: [CH:1]1([CH:7]([NH:24][C:25]2[CH:33]=[CH:32][C:28]([C:29]([OH:31])=O)=[CH:27][CH:26]=2)[C:8]2[CH:12]=[C:11]([C:13]3[CH:18]=[CH:17][C:16]([C:19]([F:22])([F:21])[F:20])=[CH:15][N:14]=3)[O:10][C:9]=2[CH3:23])[CH2:6][CH2:5][CH2:4][CH2:3][CH2:2]1.[CH3:34][NH:35][CH2:36][CH2:37][C:38]([O:40]CC)=[O:39].Cl.C(N=C=NCCCN(C)C)C.O.OC1C2N=NNC=2C=CC=1. Product: [CH:1]1([CH:7]([NH:24][C:25]2[CH:33]=[CH:32][C:28]([C:29]([N:35]([CH3:34])[CH2:36][CH2:37][C:38]([OH:40])=[O:39])=[O:31])=[CH:27][CH:26]=2)[C:8]2[CH:12]=[C:11]([C:13]3[CH:18]=[CH:17][C:16]([C:19]([F:22])([F:21])[F:20])=[CH:15][N:14]=3)[O:10][C:9]=2[CH3:23])[CH2:2][CH2:3][CH2:4][CH2:5][CH2:6]1. The catalyst class is: 842.